The task is: Predict the reaction yield, written as a fraction of the theoretical maximum amount of product (1.0 means a 100% yield; for example, 0.34 means a 34% yield).. This data is from Reaction yield outcomes from USPTO patents with 853,638 reactions. (1) The reactants are [Cl:1][CH2:2][CH2:3][CH2:4][S:5]([O:8][CH2:9][C:10]([CH3:26])([CH3:25])[C@@H:11]([O:15][CH2:16][C:17]1[CH:22]=[CH:21][C:20]([O:23][CH3:24])=[CH:19][CH:18]=1)[C:12]([OH:14])=[O:13])(=[O:7])=[O:6].C(Cl)(=O)C(Cl)=O.[C:33]1([C@@H:39](O)[CH3:40])[CH:38]=[CH:37][CH:36]=[CH:35][CH:34]=1.N1C=CC=CC=1. The catalyst is ClCCl. The product is [Cl:1][CH2:2][CH2:3][CH2:4][S:5]([O:8][CH2:9][C:10]([CH3:26])([CH3:25])[C@@H:11]([O:15][CH2:16][C:17]1[CH:22]=[CH:21][C:20]([O:23][CH3:24])=[CH:19][CH:18]=1)[C:12]([O:14][C@H:39]([C:33]1[CH:38]=[CH:37][CH:36]=[CH:35][CH:34]=1)[CH3:40])=[O:13])(=[O:7])=[O:6]. The yield is 0.750. (2) The reactants are I[C:2]1[CH:8]=[CH:7][C:5]([NH2:6])=[CH:4][CH:3]=1.[C:9]([C:11]1[CH:16]=[CH:15][C:14]([CH2:17][CH2:18][CH2:19][CH2:20][CH2:21][CH3:22])=[CH:13][CH:12]=1)#[CH:10]. The catalyst is C(#N)C.[Cu]I.Cl[Pd](Cl)([P](C1C=CC=CC=1)(C1C=CC=CC=1)C1C=CC=CC=1)[P](C1C=CC=CC=1)(C1C=CC=CC=1)C1C=CC=CC=1. The product is [CH2:17]([C:14]1[CH:13]=[CH:12][C:11]([C:9]#[C:10][C:2]2[CH:8]=[CH:7][C:5]([NH2:6])=[CH:4][CH:3]=2)=[CH:16][CH:15]=1)[CH2:18][CH2:19][CH2:20][CH2:21][CH3:22]. The yield is 0.870. (3) The reactants are [Cl:1][C:2]1[CH:7]=[C:6]([Cl:8])[CH:5]=[CH:4][C:3]=1[C:9]1[C:10]([C:26]#[N:27])=[C:11]([C:19]2[CH:24]=[CH:23][N:22]=[C:21](F)[CH:20]=2)[S:12][C:13]=1[C:14]1[NH:18][N:17]=[CH:16][CH:15]=1.COC1C=C(OC)C=CC=1C[NH2:33].CCN(C(C)C)C(C)C.C(O)CCC.C(Cl)Cl.C(O)(C(F)(F)F)=O. No catalyst specified. The product is [NH2:33][C:21]1[CH:20]=[C:19]([C:11]2[S:12][C:13]([C:14]3[NH:18][N:17]=[CH:16][CH:15]=3)=[C:9]([C:3]3[CH:4]=[CH:5][C:6]([Cl:8])=[CH:7][C:2]=3[Cl:1])[C:10]=2[C:26]#[N:27])[CH:24]=[CH:23][N:22]=1. The yield is 1.00.